This data is from Reaction yield outcomes from USPTO patents with 853,638 reactions. The task is: Predict the reaction yield, written as a fraction of the theoretical maximum amount of product (1.0 means a 100% yield; for example, 0.34 means a 34% yield). (1) The product is [CH3:35][C:34]1[CH:33]=[CH:32][C:31]([N:36]2[N:37]=[C:38]([CH3:42])/[C:39](=[N:24]/[NH:1][C:2]3[CH:7]=[CH:6][CH:5]=[C:4]([C:8]4[CH:13]=[CH:12][CH:11]=[C:10]([C:14]([OH:16])=[O:15])[CH:9]=4)[C:3]=3[OH:17])/[C:40]2=[O:41])=[CH:30][C:29]=1[CH3:28]. The yield is 0.954. The catalyst is O.C(N(CC)CC)C.CO. The reactants are [NH2:1][C:2]1[C:3]([OH:17])=[C:4]([C:8]2[CH:13]=[CH:12][CH:11]=[C:10]([C:14]([OH:16])=[O:15])[CH:9]=2)[CH:5]=[CH:6][CH:7]=1.Cl.N([O-])=O.[Na+].S(=O)(=O)(O)[NH2:24].[CH3:28][C:29]1[CH:30]=[C:31]([N:36]2[C:40]([OH:41])=[CH:39][C:38]([CH3:42])=[N:37]2)[CH:32]=[CH:33][C:34]=1[CH3:35]. (2) The reactants are C(=O)([O-])[O-].[K+].[K+].C[Si]([C:11]#[C:12][C:13]1[CH:18]=[CH:17][C:16]([CH:19]([NH:21][CH:22]2[CH2:24][CH2:23]2)[CH3:20])=[CH:15][CH:14]=1)(C)C. The catalyst is CO. The product is [C:12]([C:13]1[CH:18]=[CH:17][C:16]([CH:19]([NH:21][CH:22]2[CH2:23][CH2:24]2)[CH3:20])=[CH:15][CH:14]=1)#[CH:11]. The yield is 1.00. (3) The reactants are [N:1]1[C:10]2[C:5](=[CH:6][N:7]=[CH:8][CH:9]=2)[CH:4]=[CH:3][C:2]=1[C:11]([OH:13])=O.O.ON1C2C=CC=CC=2N=N1.[CH3:25][O:26][C:27]1[CH:34]=[CH:33][CH:32]=[C:31]([O:35][CH3:36])[C:28]=1[CH2:29][NH2:30]. The catalyst is CN(C=O)C. The product is [CH3:36][O:35][C:31]1[CH:32]=[CH:33][CH:34]=[C:27]([O:26][CH3:25])[C:28]=1[CH2:29][NH:30][C:11]([C:2]1[CH:3]=[CH:4][C:5]2[C:10](=[CH:9][CH:8]=[N:7][CH:6]=2)[N:1]=1)=[O:13]. The yield is 0.980. (4) The product is [Br:37][CH2:1][C:2]1[C:7]([C:8]([F:9])([F:11])[F:10])=[CH:6][CH:5]=[CH:4][N:3]=1. The reactants are [CH3:1][C:2]1[C:7]([C:8]([F:11])([F:10])[F:9])=[CH:6][CH:5]=[CH:4][N:3]=1.N(C1(C#N)CCCCC1)=NC1(C#N)CCCCC1.C1C(=O)N([Br:37])C(=O)C1.[O-]S([O-])(=S)=O.[Na+].[Na+]. The catalyst is C(Cl)(Cl)(Cl)Cl.O. The yield is 0.140. (5) The reactants are [Cl:1][C:2]1[CH:7]=[CH:6][CH:5]=[CH:4][C:3]=1[C:8]#[C:9][C:10]1[S:23][C:13]2[C:14]3[CH:22]=[N:21][CH:20]=[CH:19][C:15]=3[O:16][CH2:17][CH2:18][C:12]=2[CH:11]=1.[N-:24]=[N+:25]=[N-:26].[Na+].O. The product is [S:23]1[C:13]2[C:14]3[CH:22]=[N:21][CH:20]=[CH:19][C:15]=3[O:16][CH2:17][CH2:18][C:12]=2[CH:11]=[C:10]1[C:9]1[C:8]([C:3]2[CH:4]=[CH:5][CH:6]=[CH:7][C:2]=2[Cl:1])=[N:26][NH:25][N:24]=1. The catalyst is CS(C)=O. The yield is 0.180. (6) The reactants are Br[CH2:2][C:3]1[CH:8]=[C:7]([O:9][C:10]([F:13])([F:12])[F:11])[CH:6]=[CH:5][C:4]=1[F:14].[OH:15][C:16]1[CH:21]=[CH:20][C:19]([C:22]2([CH2:26][C:27]([O:29][CH2:30][CH3:31])=[O:28])[CH2:25][O:24][CH2:23]2)=[CH:18][CH:17]=1.C(=O)([O-])[O-].[Cs+].[Cs+]. The catalyst is CN(C=O)C. The product is [F:14][C:4]1[CH:5]=[CH:6][C:7]([O:9][C:10]([F:13])([F:12])[F:11])=[CH:8][C:3]=1[CH2:2][O:15][C:16]1[CH:21]=[CH:20][C:19]([C:22]2([CH2:26][C:27]([O:29][CH2:30][CH3:31])=[O:28])[CH2:23][O:24][CH2:25]2)=[CH:18][CH:17]=1. The yield is 0.810. (7) The reactants are [F:1][C:2]1[CH:7]=[CH:6][CH:5]=[C:4]([F:8])[C:3]=1[C:9]1[CH:10]=[C:11]2[C:15](=[CH:16][CH:17]=1)[NH:14][CH:13]=[C:12]2[C:18]1[CH:23]=[C:22]([O:24][CH3:25])[N:21]=[C:20]([N:26]2[CH2:31][CH2:30][CH:29]([NH:32]C(=O)OC(C)(C)C)[CH2:28][CH2:27]2)[N:19]=1.Cl. The catalyst is O1CCOCC1. The product is [F:8][C:4]1[CH:5]=[CH:6][CH:7]=[C:2]([F:1])[C:3]=1[C:9]1[CH:10]=[C:11]2[C:15](=[CH:16][CH:17]=1)[NH:14][CH:13]=[C:12]2[C:18]1[CH:23]=[C:22]([O:24][CH3:25])[N:21]=[C:20]([N:26]2[CH2:31][CH2:30][CH:29]([NH2:32])[CH2:28][CH2:27]2)[N:19]=1. The yield is 0.250.